This data is from Full USPTO retrosynthesis dataset with 1.9M reactions from patents (1976-2016). The task is: Predict the reactants needed to synthesize the given product. Given the product [CH3:22][N:19]1[CH2:20][CH2:21][C:9]2[N:8]([C:4]3[CH:3]=[C:2]([C:30]4[CH:31]=[CH:32][C:27]([NH:26][C:23](=[O:25])[CH3:24])=[N:28][CH:29]=4)[CH:7]=[CH:6][CH:5]=3)[C:16]3[CH:15]=[CH:14][C:13]([CH3:17])=[CH:12][C:11]=3[C:10]=2[CH2:18]1, predict the reactants needed to synthesize it. The reactants are: Br[C:2]1[CH:3]=[C:4]([N:8]2[C:16]3[CH:15]=[CH:14][C:13]([CH3:17])=[CH:12][C:11]=3[C:10]3[CH2:18][N:19]([CH3:22])[CH2:20][CH2:21][C:9]2=3)[CH:5]=[CH:6][CH:7]=1.[C:23]([NH:26][C:27]1[CH:32]=[CH:31][C:30](B2OC(C)(C)C(C)(C)O2)=[CH:29][N:28]=1)(=[O:25])[CH3:24].C([O-])([O-])=O.[K+].[K+].O.